From a dataset of Forward reaction prediction with 1.9M reactions from USPTO patents (1976-2016). Predict the product of the given reaction. (1) Given the reactants [N:1]1[CH:6]=[CH:5][CH:4]=[C:3]([NH2:7])[N:2]=1.[F:8][C:9]([F:34])([F:33])[C:10]1[CH:32]=[CH:31][CH:30]=[CH:29][C:11]=1[C:12]([N:14]1[CH2:19][CH2:18][N:17]([C:20]2[N:25]=[N:24][C:23]([C:26](Cl)=[O:27])=[CH:22][CH:21]=2)[CH2:16][CH2:15]1)=[O:13], predict the reaction product. The product is: [N:1]1[CH:6]=[CH:5][CH:4]=[C:3]([NH:7][C:26]([C:23]2[N:24]=[N:25][C:20]([N:17]3[CH2:16][CH2:15][N:14]([C:12](=[O:13])[C:11]4[CH:29]=[CH:30][CH:31]=[CH:32][C:10]=4[C:9]([F:34])([F:33])[F:8])[CH2:19][CH2:18]3)=[CH:21][CH:22]=2)=[O:27])[N:2]=1. (2) Given the reactants [Br:1][C:2]1[C:10]([OH:11])=[CH:9][C:5]([C:6]([OH:8])=[O:7])=[CH:4][C:3]=1[O:12][CH2:13][CH2:14][C:15]1[CH:20]=[CH:19][C:18]([Cl:21])=[CH:17][C:16]=1[Cl:22].[C:23](=O)([O-])[O-].[K+].[K+].CBr.Cl, predict the reaction product. The product is: [Br:1][C:2]1[C:10]([O:11][CH3:23])=[CH:9][C:5]([C:6]([OH:8])=[O:7])=[CH:4][C:3]=1[O:12][CH2:13][CH2:14][C:15]1[CH:20]=[CH:19][C:18]([Cl:21])=[CH:17][C:16]=1[Cl:22]. (3) Given the reactants [H-].[H-].[H-].[H-].[Li+].[Al+3].[CH3:7][N:8]([CH3:30])[C:9]1([C:24]2[S:25][C:26]([CH3:29])=[CH:27][CH:28]=2)[CH2:23][CH2:22][C:12]2([CH2:16][N:15]([C:17](=O)[CH2:18][O:19][CH3:20])[CH2:14][CH2:13]2)[CH2:11][CH2:10]1, predict the reaction product. The product is: [CH3:20][O:19][CH2:18][CH2:17][N:15]1[CH2:16][C:12]2([CH2:11][CH2:10][C:9]([N:8]([CH3:30])[CH3:7])([C:24]3[S:25][C:26]([CH3:29])=[CH:27][CH:28]=3)[CH2:23][CH2:22]2)[CH2:13][CH2:14]1. (4) Given the reactants [CH2:1]([C:3]1[C:8]([OH:9])=[CH:7][C:6]([OH:10])=[C:5]([C:11](=[O:20])[C:12]2[CH:17]=[CH:16][C:15]([O:18][CH3:19])=[CH:14][CH:13]=2)[C:4]=1[CH2:21][C:22]([OH:24])=O)[CH3:2].O.ON1C2C=CC=CC=2N=N1.Cl.CN(C)CCCN=C=NCC.[CH3:48][O:49][CH2:50][CH2:51][NH:52][CH3:53], predict the reaction product. The product is: [CH2:1]([C:3]1[C:8]([OH:9])=[CH:7][C:6]([OH:10])=[C:5]([C:11](=[O:20])[C:12]2[CH:17]=[CH:16][C:15]([O:18][CH3:19])=[CH:14][CH:13]=2)[C:4]=1[CH2:21][C:22]([N:52]([CH2:51][CH2:50][O:49][CH3:48])[CH3:53])=[O:24])[CH3:2]. (5) Given the reactants [NH2:1][CH2:2][CH:3]([C:8]1([CH3:13])[O:12][CH2:11][CH2:10][O:9]1)[C:4]([O:6][CH3:7])=[O:5].[CH3:14][C:15]1[CH:16]=[C:17]2[C:22](=O)[O:21][C:19](=[O:20])[C:18]2=[CH:24][CH:25]=1, predict the reaction product. The product is: [CH3:14][C:15]1[CH:16]=[C:17]2[C:18](=[CH:24][CH:25]=1)[C:19](=[O:20])[N:1]([CH2:2][CH:3]([C:8]1([CH3:13])[O:9][CH2:10][CH2:11][O:12]1)[C:4]([O:6][CH3:7])=[O:5])[C:22]2=[O:21].